Dataset: NCI-60 drug combinations with 297,098 pairs across 59 cell lines. Task: Regression. Given two drug SMILES strings and cell line genomic features, predict the synergy score measuring deviation from expected non-interaction effect. (1) Drug 1: C1=C(C(=O)NC(=O)N1)N(CCCl)CCCl. Drug 2: C1=NC2=C(N1)C(=S)N=CN2. Cell line: UACC-257. Synergy scores: CSS=-3.25, Synergy_ZIP=-8.39, Synergy_Bliss=-20.1, Synergy_Loewe=-26.6, Synergy_HSA=-19.5. (2) Drug 1: C1=CN(C=N1)CC(O)(P(=O)(O)O)P(=O)(O)O. Drug 2: C1=NC2=C(N1)C(=S)N=CN2. Cell line: RPMI-8226. Synergy scores: CSS=32.7, Synergy_ZIP=0.207, Synergy_Bliss=1.41, Synergy_Loewe=-10.6, Synergy_HSA=3.26. (3) Cell line: MDA-MB-435. Drug 2: C1=NC2=C(N=C(N=C2N1C3C(C(C(O3)CO)O)O)F)N. Drug 1: CC1C(C(=O)NC(C(=O)N2CCCC2C(=O)N(CC(=O)N(C(C(=O)O1)C(C)C)C)C)C(C)C)NC(=O)C3=C4C(=C(C=C3)C)OC5=C(C(=O)C(=C(C5=N4)C(=O)NC6C(OC(=O)C(N(C(=O)CN(C(=O)C7CCCN7C(=O)C(NC6=O)C(C)C)C)C)C(C)C)C)N)C. Synergy scores: CSS=24.6, Synergy_ZIP=-7.01, Synergy_Bliss=4.87, Synergy_Loewe=-13.7, Synergy_HSA=1.33. (4) Drug 1: C1CN1C2=NC(=NC(=N2)N3CC3)N4CC4. Synergy scores: CSS=16.6, Synergy_ZIP=-3.44, Synergy_Bliss=-3.74, Synergy_Loewe=-9.65, Synergy_HSA=-2.94. Cell line: MCF7. Drug 2: C1=NNC2=C1C(=O)NC=N2. (5) Cell line: MDA-MB-231. Synergy scores: CSS=38.4, Synergy_ZIP=-2.53, Synergy_Bliss=-0.228, Synergy_Loewe=0.503, Synergy_HSA=4.00. Drug 2: CC1=C(N=C(N=C1N)C(CC(=O)N)NCC(C(=O)N)N)C(=O)NC(C(C2=CN=CN2)OC3C(C(C(C(O3)CO)O)O)OC4C(C(C(C(O4)CO)O)OC(=O)N)O)C(=O)NC(C)C(C(C)C(=O)NC(C(C)O)C(=O)NCCC5=NC(=CS5)C6=NC(=CS6)C(=O)NCCC[S+](C)C)O. Drug 1: CC1=C2C(C(=O)C3(C(CC4C(C3C(C(C2(C)C)(CC1OC(=O)C(C(C5=CC=CC=C5)NC(=O)OC(C)(C)C)O)O)OC(=O)C6=CC=CC=C6)(CO4)OC(=O)C)OC)C)OC. (6) Drug 2: CC1=C(C(=CC=C1)Cl)NC(=O)C2=CN=C(S2)NC3=CC(=NC(=N3)C)N4CCN(CC4)CCO. Cell line: UACC62. Synergy scores: CSS=1.57, Synergy_ZIP=-2.05, Synergy_Bliss=-3.12, Synergy_Loewe=-3.10, Synergy_HSA=-2.18. Drug 1: C1=NC2=C(N=C(N=C2N1C3C(C(C(O3)CO)O)F)Cl)N. (7) Drug 1: C1C(C(OC1N2C=NC3=C(N=C(N=C32)Cl)N)CO)O. Drug 2: C#CCC(CC1=CN=C2C(=N1)C(=NC(=N2)N)N)C3=CC=C(C=C3)C(=O)NC(CCC(=O)O)C(=O)O. Cell line: MDA-MB-231. Synergy scores: CSS=20.8, Synergy_ZIP=-3.41, Synergy_Bliss=0.0809, Synergy_Loewe=-0.358, Synergy_HSA=-0.967.